This data is from M1 muscarinic receptor antagonist screen with 61,756 compounds. The task is: Binary Classification. Given a drug SMILES string, predict its activity (active/inactive) in a high-throughput screening assay against a specified biological target. (1) The drug is Clc1cc(N(S(=O)(=O)C)CC(=O)NCCOC)c(OC)cc1. The result is 0 (inactive). (2) The drug is Brc1ccc(C(O)Cn2c=3n(c4c2cccc4)CCN3)cc1. The result is 0 (inactive). (3) The molecule is O1C(CCC1)CNC(=O)c1ncccc1. The result is 0 (inactive). (4) The molecule is OC1(C2(C(C3C(C4(C(CC3)=CC(=O)CC4)C)C(=O)C2)CC1)C)C(=O)CO. The result is 0 (inactive). (5) The compound is o1c(=O)c2N(CCCc2c2c1ccc(OCCC)c2)C(=O)CN1CCN(CC1)C(=O)c1occc1. The result is 0 (inactive).